This data is from Forward reaction prediction with 1.9M reactions from USPTO patents (1976-2016). The task is: Predict the product of the given reaction. (1) Given the reactants [NH:1]1[C:9]2[C:4](=[CH:5][CH:6]=[CH:7][CH:8]=2)[C:3](/[CH:10]=[C:11]2\[O:12][C:13]3[C:20]([C:21]#[C:22][CH2:23][N:24]4[CH2:29][CH2:28][N:27](C(OC(C)(C)C)=O)[CH2:26][CH2:25]4)=[C:19]([O:37][CH3:38])[CH:18]=[CH:17][C:14]=3[C:15]\2=[O:16])=[N:2]1.Cl, predict the reaction product. The product is: [NH:1]1[C:9]2[C:4](=[CH:5][CH:6]=[CH:7][CH:8]=2)[C:3](/[CH:10]=[C:11]2\[O:12][C:13]3[C:20]([C:21]#[C:22][CH2:23][N:24]4[CH2:25][CH2:26][NH:27][CH2:28][CH2:29]4)=[C:19]([O:37][CH3:38])[CH:18]=[CH:17][C:14]=3[C:15]\2=[O:16])=[N:2]1. (2) Given the reactants [Cl:1][C:2]1[CH:3]=[C:4]([C:33]2[CH:38]=[CH:37][C:36]([C:39](O)=[O:40])=[CH:35][CH:34]=2)[CH:5]=[C:6]([Cl:32])[C:7]=1[CH2:8][C@@H:9]1[CH2:13][CH2:12][N:11]([C@H:14]2[CH2:19][CH2:18][C@H:17]([O:20][Si:21]([CH:28]([CH3:30])[CH3:29])([CH:25]([CH3:27])[CH3:26])[CH:22]([CH3:24])[CH3:23])[CH2:16][CH2:15]2)[C:10]1=[O:31].Cl.[F:43][C:44]([F:52])([F:51])[CH:45]1[CH2:50][CH2:49][NH:48][CH2:47][CH2:46]1, predict the reaction product. The product is: [Cl:1][C:2]1[CH:3]=[C:4]([C:33]2[CH:34]=[CH:35][C:36]([C:39]([N:48]3[CH2:49][CH2:50][CH:45]([C:44]([F:52])([F:51])[F:43])[CH2:46][CH2:47]3)=[O:40])=[CH:37][CH:38]=2)[CH:5]=[C:6]([Cl:32])[C:7]=1[CH2:8][C@@H:9]1[CH2:13][CH2:12][N:11]([C@H:14]2[CH2:19][CH2:18][C@H:17]([O:20][Si:21]([CH:22]([CH3:23])[CH3:24])([CH:28]([CH3:30])[CH3:29])[CH:25]([CH3:26])[CH3:27])[CH2:16][CH2:15]2)[C:10]1=[O:31]. (3) Given the reactants [CH3:1][O:2][CH:3]1[CH2:8][CH2:7][N:6]([CH2:9][CH2:10][CH2:11][NH:12][C:13]2[N:14]=[N+:15]([O-:26])[C:16]3[CH:25]=[C:24]4[C:20]([CH2:21][CH2:22][CH2:23]4)=[CH:19][C:17]=3[N:18]=2)[CH2:5][CH2:4]1.CO.CC[O:31]C(C)=O, predict the reaction product. The product is: [CH3:1][O:2][CH:3]1[CH2:8][CH2:7][N:6]([CH2:9][CH2:10][CH2:11][NH:12][C:13]2[N:14]=[N+:15]([O-:26])[C:16]3[CH:25]=[C:24]4[C:20]([CH2:21][CH2:22][CH2:23]4)=[CH:19][C:17]=3[N+:18]=2[O-:31])[CH2:5][CH2:4]1.